Dataset: Full USPTO retrosynthesis dataset with 1.9M reactions from patents (1976-2016). Task: Predict the reactants needed to synthesize the given product. (1) Given the product [Cl:42][C:41]1[CH:40]=[C:39]2[C:35]([C:36]([C:43]([OH:45])=[O:44])=[N:37][NH:38]2)=[CH:34][C:33]=1[C:2]1[CH:3]=[C:4]2[C:8](=[CH:9][CH:10]=1)[CH2:7][CH2:6][CH2:5]2, predict the reactants needed to synthesize it. The reactants are: Br[C:2]1[CH:3]=[C:4]2[C:8](=[CH:9][CH:10]=1)[CH2:7][CH2:6][CH2:5]2.CC1(C)COB(B2OCC(C)(C)CO2)OC1.C([O-])(=O)C.[K+].Br[C:33]1[CH:34]=[C:35]2[C:39](=[CH:40][C:41]=1[Cl:42])[NH:38][N:37]=[C:36]2[C:43]([OH:45])=[O:44].C(=O)([O-])[O-].[K+].[K+].Cl. (2) Given the product [CH3:15][N:14]([CH3:16])[CH2:13][C:12]([CH3:19])([CH3:11])[CH2:17][NH:18][C:2]1[CH:7]=[CH:6][CH:5]=[CH:4][C:3]=1[N+:8]([O-:10])=[O:9], predict the reactants needed to synthesize it. The reactants are: F[C:2]1[CH:7]=[CH:6][CH:5]=[CH:4][C:3]=1[N+:8]([O-:10])=[O:9].[CH3:11][C:12]([CH3:19])([CH2:17][NH2:18])[CH2:13][N:14]([CH3:16])[CH3:15].CCN(C(C)C)C(C)C. (3) Given the product [CH3:6][CH:5]([NH2:4])[C:8]1[CH:13]=[CH:12][CH:11]=[CH:10][CH:9]=1, predict the reactants needed to synthesize it. The reactants are: C([O-])=O.[NH4+:4].[C:5]([C:8]1[CH:13]=[CH:12][CH:11]=[CH:10][CH:9]=1)(=O)[CH3:6].C(O)(=O)C. (4) Given the product [Cl:1][C:2]1[CH:3]=[CH:4][C:5]([O:12][CH2:13][CH2:14][CH2:15][N:17]2[CH2:22][CH2:21][C:20]([CH2:24][C:25]3[CH:30]=[CH:29][C:28]([F:31])=[CH:27][CH:26]=3)([OH:23])[C:19]([CH3:33])([CH3:32])[CH2:18]2)=[C:6]([NH:8][C:9]([NH2:11])=[O:10])[CH:7]=1, predict the reactants needed to synthesize it. The reactants are: [Cl:1][C:2]1[CH:3]=[CH:4][C:5]([O:12][CH2:13][CH2:14][C:15]([N:17]2[CH2:22][CH2:21][C:20]([CH2:24][C:25]3[CH:30]=[CH:29][C:28]([F:31])=[CH:27][CH:26]=3)([OH:23])[C:19]([CH3:33])([CH3:32])[CH2:18]2)=O)=[C:6]([NH:8][C:9]([NH2:11])=[O:10])[CH:7]=1.